This data is from Peptide-MHC class I binding affinity with 185,985 pairs from IEDB/IMGT. The task is: Regression. Given a peptide amino acid sequence and an MHC pseudo amino acid sequence, predict their binding affinity value. This is MHC class I binding data. The peptide sequence is FKRKGGIGGY. The MHC is HLA-A02:02 with pseudo-sequence HLA-A02:02. The binding affinity (normalized) is 0.